This data is from Full USPTO retrosynthesis dataset with 1.9M reactions from patents (1976-2016). The task is: Predict the reactants needed to synthesize the given product. (1) Given the product [NH2:29][C@@H:20]([CH2:19][O:18][Si:1]([C:14]([CH3:17])([CH3:16])[CH3:15])([C:8]1[CH:13]=[CH:12][CH:11]=[CH:10][CH:9]=1)[C:2]1[CH:7]=[CH:6][CH:5]=[CH:4][CH:3]=1)[CH2:21][OH:22], predict the reactants needed to synthesize it. The reactants are: [Si:1]([O:18][CH2:19][C@H:20]([NH:29]C(=O)OC(C)(C)C)[CH2:21][O:22]C1CCCCO1)([C:14]([CH3:17])([CH3:16])[CH3:15])([C:8]1[CH:13]=[CH:12][CH:11]=[CH:10][CH:9]=1)[C:2]1[CH:7]=[CH:6][CH:5]=[CH:4][CH:3]=1.C(O)(C(F)(F)F)=O. (2) Given the product [NH2:14][C:13]1[CH:12]=[C:11]([F:10])[C:17]([O:18][CH3:19])=[CH:16][C:15]=1[C:4]([C:3]1[CH:6]=[CH:7][CH:8]=[CH:9][C:2]=1[Cl:1])=[O:5], predict the reactants needed to synthesize it. The reactants are: [Cl:1][C:2]1[CH:9]=[CH:8][CH:7]=[CH:6][C:3]=1[CH:4]=[O:5].[F:10][C:11]1[CH:12]=[C:13]([CH:15]=[CH:16][C:17]=1[O:18][CH3:19])[NH2:14]. (3) Given the product [OH:53][C@@H:52]([CH3:54])[C:51]([NH:33][CH:34]1[C:40](=[O:41])[N:39]([CH3:42])[C:38]2[CH:43]=[CH:44][CH:45]=[CH:46][C:37]=2[C:36]2[CH:47]=[CH:48][CH:49]=[CH:50][C:35]1=2)=[O:55], predict the reactants needed to synthesize it. The reactants are: OC1C2N=NNC=2C=CC=1.C(N(C(C)C)CC)(C)C.Cl.CN(C)CCCN=C=NCC.Cl.[NH2:33][CH:34]1[C:40](=[O:41])[N:39]([CH3:42])[C:38]2[CH:43]=[CH:44][CH:45]=[CH:46][C:37]=2[C:36]2[CH:47]=[CH:48][CH:49]=[CH:50][C:35]1=2.[C:51](O)(=[O:55])[C@H:52]([CH3:54])[OH:53]. (4) Given the product [CH3:33][C:34]([C:38]1[CH:39]=[C:40]([CH:45]=[CH:46][CH:47]=1)[C:41]([O:43][CH3:44])=[O:42])([CH3:37])[C:35]#[CH:1], predict the reactants needed to synthesize it. The reactants are: [C:1](NC1C=CC(S(N=[N+]=[N-])(=O)=O)=CC=1)(=O)C.C(=O)([O-])[O-].[K+].[K+].O=C(C)CP(=O)(OC)OC.[CH3:33][C:34]([C:38]1[CH:39]=[C:40]([CH:45]=[CH:46][CH:47]=1)[C:41]([O:43][CH3:44])=[O:42])([CH3:37])[CH:35]=O. (5) Given the product [N:1]12[CH2:6][CH2:5][CH:4]([CH2:7][CH2:8]1)[C@@H:3]([O:9][C:10](=[O:39])[NH:11][C:12]1[CH:17]=[C:16](/[CH:18]=[CH:19]/[CH2:20][N:21]3[C:25]4[CH:26]=[CH:27][C:28]([CH2:30][NH:44][CH2:45][C@H:46]([O:47][Si:48]([C:51]([CH3:54])([CH3:53])[CH3:52])([CH3:50])[CH3:49])[C:55]5[CH:64]=[CH:63][C:62]([OH:65])=[C:61]6[C:56]=5[CH:57]=[CH:58][C:59](=[O:66])[NH:60]6)=[CH:29][C:24]=4[O:23][C:22]3=[O:32])[CH:15]=[CH:14][C:13]=1[C:33]1[CH:38]=[CH:37][CH:36]=[CH:35][CH:34]=1)[CH2:2]2, predict the reactants needed to synthesize it. The reactants are: [N:1]12[CH2:8][CH2:7][CH:4]([CH2:5][CH2:6]1)[C@@H:3]([O:9][C:10](=[O:39])[NH:11][C:12]1[CH:17]=[C:16](/[CH:18]=[CH:19]/[CH2:20][N:21]3[C:25]4[CH:26]=[CH:27][C:28]([CH:30]=O)=[CH:29][C:24]=4[O:23][C:22]3=[O:32])[CH:15]=[CH:14][C:13]=1[C:33]1[CH:38]=[CH:37][CH:36]=[CH:35][CH:34]=1)[CH2:2]2.C(O)(=O)C.[NH2:44][CH2:45][C@@H:46]([C:55]1[CH:64]=[CH:63][C:62]([OH:65])=[C:61]2[C:56]=1[CH:57]=[CH:58][C:59](=[O:66])[NH:60]2)[O:47][Si:48]([C:51]([CH3:54])([CH3:53])[CH3:52])([CH3:50])[CH3:49].CCN(C(C)C)C(C)C.C(O[BH-](OC(=O)C)OC(=O)C)(=O)C.[Na+]. (6) Given the product [Br:7][C:8]1[CH:16]=[C:12]([C:13]([N:29]2[CH2:30][C:31]3[C:36](=[CH:35][CH:34]=[CH:33][CH:32]=3)[CH2:28]2)=[O:15])[C:11]([OH:17])=[CH:10][C:9]=1[OH:18], predict the reactants needed to synthesize it. The reactants are: C(Cl)(=O)C(Cl)=O.[Br:7][C:8]1[C:9]([OH:18])=[CH:10][C:11]([OH:17])=[C:12]([CH:16]=1)[C:13]([OH:15])=O.C(N(C(C)C)CC)(C)C.[CH2:28]1[C:36]2[C:31](=[CH:32][CH:33]=[CH:34][CH:35]=2)[CH2:30][NH:29]1. (7) The reactants are: [CH:1]1[CH:2]=[CH:3][C:4]([C:7]2[NH:8][C:9]3[CH:10]=[CH:11][C:12](S(O)(=O)=O)=[CH:13][C:14]=3[N:15]=2)=[CH:5][CH:6]=1.CC1CC(C)(C)CC(OC(C2C(O)=CC=CC=2)=O)C1. Given the product [C:4]1([C:7]2[NH:15][C:14]3[CH:13]=[CH:12][CH:11]=[CH:10][C:9]=3[N:8]=2)[CH:3]=[CH:2][CH:1]=[CH:6][CH:5]=1, predict the reactants needed to synthesize it. (8) The reactants are: [CH:1]1([C:5]2[CH:10]=[CH:9][C:8](B(O)O)=[C:7]([F:14])[C:6]=2[O:15][CH3:16])[CH2:4][CH2:3][CH2:2]1.Br[C:18]1[N:19]=[C:20]2[C:24](=[N:25][CH:26]=1)[NH:23][CH:22]=[CH:21]2. Given the product [CH:1]1([C:5]2[CH:10]=[CH:9][C:8]([C:18]3[N:19]=[C:20]4[CH:21]=[CH:22][NH:23][C:24]4=[N:25][CH:26]=3)=[C:7]([F:14])[C:6]=2[O:15][CH3:16])[CH2:4][CH2:3][CH2:2]1, predict the reactants needed to synthesize it. (9) Given the product [O:1]([C:8]1[CH:13]=[CH:12][CH:11]=[CH:10][C:9]=1[C:14]1[N:15]=[N:16][NH:17][C:18]=1[C:19]([NH:37][C@@H:36]1[CH2:35][C@H:31]2[CH2:30][C@@H:29]([C:32]2([CH3:34])[CH3:33])[C@H:28]1[CH3:27])=[O:21])[C:2]1[CH:3]=[CH:4][CH:5]=[CH:6][CH:7]=1, predict the reactants needed to synthesize it. The reactants are: [O:1]([C:8]1[CH:13]=[CH:12][CH:11]=[CH:10][C:9]=1[C:14]1[N:15]=[N:16][NH:17][C:18]=1[C:19]([O:21]CC)=O)[C:2]1[CH:7]=[CH:6][CH:5]=[CH:4][CH:3]=1.[OH-].[Li+].Cl.[CH3:27][C@H:28]1[C@H:36]([NH2:37])[CH2:35][C@H:31]2[C:32]([CH3:34])([CH3:33])[C@@H:29]1[CH2:30]2.C(N(CC)CC)C.CN(C(ON1N=NC2C=CC=CC1=2)=[N+](C)C)C.F[P-](F)(F)(F)(F)F.